This data is from Catalyst prediction with 721,799 reactions and 888 catalyst types from USPTO. The task is: Predict which catalyst facilitates the given reaction. (1) Reactant: [F:1][C:2]([F:50])([F:49])[C:3]1[CH:4]=[C:5]([CH:42]=[C:43]([C:45]([F:48])([F:47])[F:46])[CH:44]=1)[CH2:6][N:7]([CH2:15][C:16]1[CH:21]=[C:20]([C:22]([F:25])([F:24])[F:23])[CH:19]=[CH:18][C:17]=1[N:26]([CH2:29][C@H:30]1[CH2:35][CH2:34][C@H:33]([CH2:36][C:37]([O:39][CH2:40][CH3:41])=[O:38])[CH2:32][CH2:31]1)[CH2:27][CH3:28])[C:8]1[N:13]=[CH:12][C:11]([OH:14])=[CH:10][N:9]=1.Br[CH2:52][CH2:53][OH:54].C(=O)([O-])[O-].[K+].[K+].O. Product: [F:50][C:2]([F:1])([F:49])[C:3]1[CH:4]=[C:5]([CH:42]=[C:43]([C:45]([F:46])([F:47])[F:48])[CH:44]=1)[CH2:6][N:7]([CH2:15][C:16]1[CH:21]=[C:20]([C:22]([F:25])([F:24])[F:23])[CH:19]=[CH:18][C:17]=1[N:26]([CH2:29][C@H:30]1[CH2:31][CH2:32][C@H:33]([CH2:36][C:37]([O:39][CH2:40][CH3:41])=[O:38])[CH2:34][CH2:35]1)[CH2:27][CH3:28])[C:8]1[N:9]=[CH:10][C:11]([O:14][CH2:52][CH2:53][OH:54])=[CH:12][N:13]=1. The catalyst class is: 42. (2) Reactant: [CH2:1]([O:5][C:6]1[CH:11]=[CH:10][C:9]([S:12]([N:15]2[CH2:20][CH2:19][O:18][CH2:17][CH:16]2[C:21]([OH:23])=O)(=[O:14])=[O:13])=[CH:8][CH:7]=1)[C:2]#[C:3][CH3:4].CN(C=O)C.C(Cl)(=O)C(Cl)=O.C(N(CC)CC)C.[NH2:42][OH:43]. Product: [CH2:1]([O:5][C:6]1[CH:11]=[CH:10][C:9]([S:12]([N:15]2[CH2:20][CH2:19][O:18][CH2:17][CH:16]2[C:21]([NH:42][OH:43])=[O:23])(=[O:14])=[O:13])=[CH:8][CH:7]=1)[C:2]#[C:3][CH3:4]. The catalyst class is: 410. (3) The catalyst class is: 103. Reactant: [C:1]1(C)[CH:6]=[CH:5][CH:4]=[CH:3][CH:2]=1.[C:8]([C:10]1[CH:11]=[C:12]([C:24]2[CH:25]=[C:26]([CH:31]=[CH:32][N:33]=2)[C:27]([O:29][CH3:30])=[O:28])[CH:13]=[CH:14][C:15]=1OS(C(F)(F)F)(=O)=O)#[N:9].C1(B(O)O)C=CC=CC=1.C(=O)([O-])[O-].[K+].[K+]. Product: [C:8]([C:10]1[CH:11]=[C:12]([C:24]2[CH:25]=[C:26]([CH:31]=[CH:32][N:33]=2)[C:27]([O:29][CH3:30])=[O:28])[CH:13]=[CH:14][C:15]=1[C:1]1[CH:6]=[CH:5][CH:4]=[CH:3][CH:2]=1)#[N:9]. (4) Reactant: Br[C:2]1[N:7]=[C:6]([C:8]2[CH:12]=[C:11]([CH3:13])[NH:10][C:9]=2[CH3:14])[CH:5]=[CH:4][CH:3]=1.[F:15][C:16]1[CH:21]=[CH:20][C:19](B(O)O)=[C:18]([CH3:25])[C:17]=1[CH3:26].C(=O)([O-])[O-].[Na+].[Na+].C(O)C. Product: [CH3:14][C:9]1[NH:10][C:11]([CH3:13])=[CH:12][C:8]=1[C:6]1[CH:5]=[CH:4][CH:3]=[C:2]([C:19]2[CH:20]=[CH:21][C:16]([F:15])=[C:17]([CH3:26])[C:18]=2[CH3:25])[N:7]=1. The catalyst class is: 103. (5) Reactant: [F:1][C:2]([F:31])([F:30])[C:3]1[CH:29]=[CH:28][C:6]([C:7]([C:9]2[C:14]([CH2:15][CH2:16][N:17]3C(=O)C4C(=CC=CC=4)C3=O)=[CH:13][N:12]=[CH:11][N:10]=2)=O)=[CH:5][CH:4]=1.O.NN. Product: [F:1][C:2]([F:31])([F:30])[C:3]1[CH:29]=[CH:28][C:6]([C:7]2[C:9]3[N:10]=[CH:11][N:12]=[CH:13][C:14]=3[CH2:15][CH2:16][N:17]=2)=[CH:5][CH:4]=1. The catalyst class is: 14.